This data is from Forward reaction prediction with 1.9M reactions from USPTO patents (1976-2016). The task is: Predict the product of the given reaction. (1) Given the reactants Cl[C:2]1[N:7]=[C:6]([NH:8][CH:9]2[CH2:14][CH2:13][CH2:12][CH2:11][CH2:10]2)[CH:5]=[N:4][CH:3]=1.[CH3:15][C:16]1[CH:20]=[C:19]([CH3:21])[NH:18][N:17]=1, predict the reaction product. The product is: [CH:9]1([NH:8][C:6]2[CH:5]=[N:4][CH:3]=[C:2]([N:17]3[C:16]([CH3:15])=[CH:20][C:19]([CH3:21])=[N:18]3)[N:7]=2)[CH2:14][CH2:13][CH2:12][CH2:11][CH2:10]1. (2) Given the reactants C(OC([NH:11][C@@H:12]([C:38]([CH3:41])([CH3:40])[CH3:39])[C:13]([N:15]1[C@H:30]([C:31]([O:33][C:34]([CH3:37])([CH3:36])[CH3:35])=[O:32])[CH2:29][C@:17]2([O:21][C:20](=[O:22])[N:19]([C:23]3[CH:28]=[CH:27][CH:26]=[CH:25][CH:24]=3)[CH2:18]2)[CH2:16]1)=[O:14])=O)C1C=CC=CC=1, predict the reaction product. The product is: [NH2:11][C@@H:12]([C:38]([CH3:41])([CH3:40])[CH3:39])[C:13]([N:15]1[C@H:30]([C:31]([O:33][C:34]([CH3:36])([CH3:35])[CH3:37])=[O:32])[CH2:29][C@:17]2([O:21][C:20](=[O:22])[N:19]([C:23]3[CH:28]=[CH:27][CH:26]=[CH:25][CH:24]=3)[CH2:18]2)[CH2:16]1)=[O:14]. (3) Given the reactants C([O:4][C@@H:5]1[C@@H:32]([O:33]C(=O)C)[C@H:31]([O:37]C(=O)C)[C@@H:30]([CH2:41][O:42]C(=O)C)[O:29][C@H:6]1[O:7][C:8]1[CH:13]=[C:12]([O:14][CH3:15])[CH:11]=[CH:10][C:9]=1[CH2:16][C:17]1[CH:22]=[CH:21][C:20]([CH2:23][CH2:24][O:25][CH2:26][O:27][CH3:28])=[CH:19][CH:18]=1)(=O)C.[OH-].[Na+], predict the reaction product. The product is: [O:7]([C:8]1[CH:13]=[C:12]([O:14][CH3:15])[CH:11]=[CH:10][C:9]=1[CH2:16][C:17]1[CH:22]=[CH:21][C:20]([CH2:23][CH2:24][O:25][CH2:26][O:27][CH3:28])=[CH:19][CH:18]=1)[C@@H:6]1[O:29][C@H:30]([CH2:41][OH:42])[C@@H:31]([OH:37])[C@H:32]([OH:33])[C@H:5]1[OH:4]. (4) Given the reactants [CH3:1][O:2][C@@H:3]([CH3:6])[CH2:4][OH:5].CCN(C(C)C)C(C)C.[CH3:16][S:17](Cl)(=[O:19])=[O:18], predict the reaction product. The product is: [CH3:16][S:17]([O:5][CH2:4][C@@H:3]([O:2][CH3:1])[CH3:6])(=[O:19])=[O:18]. (5) Given the reactants [Cl:1][C:2]1[CH:3]=[C:4]([NH:9][C:10](=[O:18])OC2C=CC=CC=2)[CH:5]=[CH:6][C:7]=1[F:8].ClC1N=C(NC(N2CCN3N=CC(C4C=CC(F)=CC=4)=C3C2)=O)C=CC=1F.[CH3:46][O:47][CH:48]1[CH2:52][CH2:51][N:50]([C:53]2[CH:54]=[N:55][N:56]3[CH2:61][CH2:60][NH:59][CH2:58][C:57]=23)[CH2:49]1.FC1C=CC(C2C=NN3CCNCC=23)=CC=1, predict the reaction product. The product is: [Cl:1][C:2]1[CH:3]=[C:4]([NH:9][C:10]([N:59]2[CH2:60][CH2:61][N:56]3[N:55]=[CH:54][C:53]([N:50]4[CH2:51][CH2:52][CH:48]([O:47][CH3:46])[CH2:49]4)=[C:57]3[CH2:58]2)=[O:18])[CH:5]=[CH:6][C:7]=1[F:8]. (6) Given the reactants [Br:1][C:2]1[CH:7]=[CH:6][N:5]=[C:4]2[N:8](S(C3C=CC=CC=3)(=O)=O)[C:9]([C:11]3[CH2:16][CH2:15][N:14]([C:17]([O:19][C:20]([CH3:23])([CH3:22])[CH3:21])=[O:18])[CH2:13][CH:12]=3)=[CH:10][C:3]=12.[OH-].[Na+].O, predict the reaction product. The product is: [Br:1][C:2]1[CH:7]=[CH:6][N:5]=[C:4]2[NH:8][C:9]([C:11]3[CH2:16][CH2:15][N:14]([C:17]([O:19][C:20]([CH3:23])([CH3:22])[CH3:21])=[O:18])[CH2:13][CH:12]=3)=[CH:10][C:3]=12. (7) Given the reactants [Cl:1][C:2]1[CH:7]=[C:6](B2OC(C)(C)C(C)(C)O2)[CH:5]=[CH:4][C:3]=1[CH:17]([CH3:35])[C:18]([C:24]1[CH:25]=[CH:26][C:27]2[O:31][C:30](=[O:32])[N:29]([CH3:33])[C:28]=2[CH:34]=1)([OH:23])[C:19]([F:22])([F:21])[F:20].[CH3:36][O:37][C:38]([C:40]1[CH:45]=[CH:44][C:43](Br)=[CH:42][N:41]=1)=[O:39], predict the reaction product. The product is: [CH3:36][O:37][C:38]([C:40]1[CH:45]=[CH:44][C:43]([C:6]2[CH:5]=[CH:4][C:3]([CH:17]([CH3:35])[C:18]([OH:23])([C:24]3[CH:25]=[CH:26][C:27]4[O:31][C:30](=[O:32])[N:29]([CH3:33])[C:28]=4[CH:34]=3)[C:19]([F:22])([F:20])[F:21])=[C:2]([Cl:1])[CH:7]=2)=[CH:42][N:41]=1)=[O:39]. (8) Given the reactants [F:1][C:2]1[C:3]([N:13]2[CH2:18][CH2:17][N:16]([CH2:19][CH2:20][C:21]3[CH:22]=[C:23]([CH:25]=[CH:26][CH:27]=3)[NH2:24])[CH2:15][CH2:14]2)=[C:4]2[C:9](=[CH:10][CH:11]=1)[N:8]=[C:7]([CH3:12])[CH:6]=[CH:5]2.[C:28](Cl)(=[O:30])[CH3:29], predict the reaction product. The product is: [F:1][C:2]1[C:3]([N:13]2[CH2:14][CH2:15][N:16]([CH2:19][CH2:20][C:21]3[CH:22]=[C:23]([NH:24][C:28](=[O:30])[CH3:29])[CH:25]=[CH:26][CH:27]=3)[CH2:17][CH2:18]2)=[C:4]2[C:9](=[CH:10][CH:11]=1)[N:8]=[C:7]([CH3:12])[CH:6]=[CH:5]2.